This data is from Forward reaction prediction with 1.9M reactions from USPTO patents (1976-2016). The task is: Predict the product of the given reaction. (1) Given the reactants [CH3:1][C:2]1[CH:7]=[C:6]([CH3:8])[CH:5]=[CH:4][C:3]=1[N:9]1[CH2:14][CH2:13][N:12]([C:15]([C:17]2[CH:22]=[CH:21][C:20]([N:23]3[C:27](=[O:28])[CH2:26][CH:25]([C:29]([OH:31])=O)[CH2:24]3)=[CH:19][CH:18]=2)=[O:16])[CH2:11][CH2:10]1.Cl.[F:33][C@H:34]1[CH2:38][CH2:37][NH:36][CH2:35]1, predict the reaction product. The product is: [CH3:1][C:2]1[CH:7]=[C:6]([CH3:8])[CH:5]=[CH:4][C:3]=1[N:9]1[CH2:10][CH2:11][N:12]([C:15]([C:17]2[CH:22]=[CH:21][C:20]([N:23]3[CH2:24][CH:25]([C:29]([N:36]4[CH2:37][CH2:38][C@H:34]([F:33])[CH2:35]4)=[O:31])[CH2:26][C:27]3=[O:28])=[CH:19][CH:18]=2)=[O:16])[CH2:13][CH2:14]1. (2) Given the reactants [F:1][C:2]([F:47])([F:46])[CH2:3][CH2:4][S:5]([O:8][C:9]1[CH:14]=[CH:13][C:12]([N:15]2[C:19]([CH3:20])=[C:18]([C:21]([NH:23][C@H:24]3[CH2:29][CH2:28][CH2:27][CH2:26][C@H:25]3[NH:30]C(OC(C)(C)C)=O)=[O:22])[N:17]=[C:16]2[C:38]2[CH:43]=[CH:42][C:41]([Cl:44])=[CH:40][C:39]=2[Cl:45])=[CH:11][CH:10]=1)(=[O:7])=[O:6].S(Cl)(Cl)=O, predict the reaction product. The product is: [F:47][C:2]([F:1])([F:46])[CH2:3][CH2:4][S:5]([O:8][C:9]1[CH:14]=[CH:13][C:12]([N:15]2[C:19]([CH3:20])=[C:18]([C:21]([NH:23][C@H:24]3[CH2:29][CH2:28][CH2:27][CH2:26][C@H:25]3[NH2:30])=[O:22])[N:17]=[C:16]2[C:38]2[CH:43]=[CH:42][C:41]([Cl:44])=[CH:40][C:39]=2[Cl:45])=[CH:11][CH:10]=1)(=[O:7])=[O:6]. (3) Given the reactants [NH2:1][C:2]1[CH:7]=[CH:6][C:5]([C:8]2[S:12][C:11]([NH:13][C:14]([NH2:16])=[NH:15])=[N:10][C:9]=2[CH2:17][CH3:18])=[CH:4][CH:3]=1.[CH:19]([CH:21]1[CH2:26][CH2:25][N:24]([C:27]([O:29][CH2:30][C:31]2[CH:36]=[CH:35][CH:34]=[CH:33][CH:32]=2)=[O:28])[CH2:23][CH2:22]1)=O.C(O[BH-](OC(=O)C)OC(=O)C)(=O)C.[Na+], predict the reaction product. The product is: [NH2:15][C:14]([NH:13][C:11]1[S:12][C:8]([C:5]2[CH:6]=[CH:7][C:2]([NH:1][CH2:19][CH:21]3[CH2:26][CH2:25][N:24]([C:27]([O:29][CH2:30][C:31]4[CH:32]=[CH:33][CH:34]=[CH:35][CH:36]=4)=[O:28])[CH2:23][CH2:22]3)=[CH:3][CH:4]=2)=[C:9]([CH2:17][CH3:18])[N:10]=1)=[NH:16]. (4) Given the reactants [C:1]([O:5][C:6](=[O:29])[NH:7][CH2:8][C:9]([F:28])([F:27])[CH:10]([NH:17]CC1C=CC(OC)=CC=1)[C:11]1[CH:16]=[CH:15][CH:14]=[CH:13][CH:12]=1)([CH3:4])([CH3:3])[CH3:2], predict the reaction product. The product is: [C:1]([O:5][C:6](=[O:29])[NH:7][CH2:8][C:9]([F:28])([F:27])[CH:10]([NH2:17])[C:11]1[CH:12]=[CH:13][CH:14]=[CH:15][CH:16]=1)([CH3:4])([CH3:2])[CH3:3]. (5) Given the reactants [CH3:1][C:2]1[CH:7]=[CH:6][C:5]([NH:8][C:9]([C:11]2[CH:15]=[CH:14][O:13][CH:12]=2)=[O:10])=[CH:4][C:3]=1B1OC(C)(C)C(C)(C)O1.C(=O)([O-])[O-].[Na+].[Na+].Br[C:32]1[CH:46]=[CH:45][C:35]2[C:36]([CH:39]3[CH2:44][CH2:43][NH:42][CH2:41][CH2:40]3)=[N:37][O:38][C:34]=2[CH:33]=1, predict the reaction product. The product is: [CH3:1][C:2]1[CH:7]=[CH:6][C:5]([NH:8][C:9]([C:11]2[CH:15]=[CH:14][O:13][CH:12]=2)=[O:10])=[CH:4][C:3]=1[C:32]1[CH:46]=[CH:45][C:35]2[C:36]([CH:39]3[CH2:40][CH2:41][NH:42][CH2:43][CH2:44]3)=[N:37][O:38][C:34]=2[CH:33]=1. (6) Given the reactants [Br:1][C:2]1[C:3]([C@@H:10]([NH:20][C:21](=[O:39])[CH2:22][N:23]2[C:31]3[C:30]([F:33])([F:32])[CH2:29][CH2:28][C:27]([F:35])([F:34])[C:26]=3[C:25]([CH:36]([F:38])[F:37])=[N:24]2)[CH2:11][C:12]2[CH:17]=[C:16]([F:18])[CH:15]=[C:14]([F:19])[CH:13]=2)=[N:4][C:5]([NH:8][CH3:9])=[N:6][CH:7]=1.Br[C:41]1C([C@@H](NC(=O)CN2C3C(F)(F)CCC(F)(F)C=3C(C(F)F)=N2)CC2C=C(F)C=C(F)C=2)=NC(S(C)(=O)=O)=NC=1.Cl.CNC, predict the reaction product. The product is: [Br:1][C:2]1[C:3]([C@@H:10]([NH:20][C:21](=[O:39])[CH2:22][N:23]2[C:31]3[C:30]([F:33])([F:32])[CH2:29][CH2:28][C:27]([F:34])([F:35])[C:26]=3[C:25]([CH:36]([F:37])[F:38])=[N:24]2)[CH2:11][C:12]2[CH:13]=[C:14]([F:19])[CH:15]=[C:16]([F:18])[CH:17]=2)=[N:4][C:5]([N:8]([CH3:41])[CH3:9])=[N:6][CH:7]=1. (7) Given the reactants C(O[C:4]([C:6]1[C:7]2[N:8]=[CH:9][CH:10]=[N:11][C:12]=2[C:13]([C:16]2[C:21]([F:22])=[C:20]([O:23][CH3:24])[CH:19]=[C:18]([O:25][CH3:26])[C:17]=2[F:27])=[CH:14][CH:15]=1)=[O:5])C.[NH2:28][C:29]1[N:34]=[CH:33][C:32]([CH2:35][N:36]2[CH2:41][CH2:40][NH:39][C:38](=[O:42])[CH2:37]2)=[CH:31][CH:30]=1.C[Al](C)C.C([O-])(O)=O.[Na+], predict the reaction product. The product is: [O:42]=[C:38]1[NH:39][CH2:40][CH2:41][N:36]([CH2:35][C:32]2[CH:31]=[CH:30][C:29]([NH:28][C:4]([C:6]3[C:7]4[N:8]=[CH:9][CH:10]=[N:11][C:12]=4[C:13]([C:16]4[C:21]([F:22])=[C:20]([O:23][CH3:24])[CH:19]=[C:18]([O:25][CH3:26])[C:17]=4[F:27])=[CH:14][CH:15]=3)=[O:5])=[N:34][CH:33]=2)[CH2:37]1.